This data is from Full USPTO retrosynthesis dataset with 1.9M reactions from patents (1976-2016). The task is: Predict the reactants needed to synthesize the given product. (1) Given the product [CH:1]([Si:3]([O:4][CH2:5][CH3:6])([O:10][CH2:11][CH3:12])[O:7][CH2:8][CH2:9][CH2:13][CH2:14][CH2:15][CH2:16][CH2:17][CH3:18])=[CH2:2], predict the reactants needed to synthesize it. The reactants are: [CH:1]([Si:3]([O:10][CH2:11][CH3:12])([O:7][CH2:8][CH3:9])[O:4][CH2:5][CH3:6])=[CH2:2].[CH2:13](O)[CH2:14][CH2:15][CH2:16][CH2:17][CH2:18]CC. (2) The reactants are: [OH-:1].[Na+].[ClH:3].Cl.Cl.C([O:13][C:14]([C:16]1([C:19](=[O:51])[NH:20][C:21]2[CH:26]=[CH:25][C:24]([O:27][C:28]3[CH:33]=[CH:32][N:31]=[C:30]([NH:34][C:35]([N:37]4[CH2:42][CH2:41][CH:40]([N:43]5[CH2:48][CH2:47][N:46]([CH3:49])[CH2:45][CH2:44]5)[CH2:39][CH2:38]4)=[O:36])[CH:29]=3)=[CH:23][C:22]=2[F:50])[CH2:18][CH2:17]1)=[O:15])C1C=CC=CC=1. Given the product [OH2:13].[OH2:1].[ClH:3].[ClH:3].[ClH:3].[F:50][C:22]1[CH:23]=[C:24]([O:27][C:28]2[CH:33]=[CH:32][N:31]=[C:30]([NH:34][C:35]([N:37]3[CH2:42][CH2:41][CH:40]([N:43]4[CH2:44][CH2:45][N:46]([CH3:49])[CH2:47][CH2:48]4)[CH2:39][CH2:38]3)=[O:36])[CH:29]=2)[CH:25]=[CH:26][C:21]=1[NH:20][C:19]([C:16]1([C:14]([OH:15])=[O:13])[CH2:18][CH2:17]1)=[O:51], predict the reactants needed to synthesize it. (3) The reactants are: [CH2:1]([O:3][C:4](=[O:12])[CH2:5][CH:6]1[CH2:11][O:10][CH2:9][CH2:8][NH:7]1)[CH3:2].C(N(CC)CC)C.[F:20][C:21]1[CH:26]=[CH:25][C:24]([C:27]2[S:31][C:30]([CH3:32])=[N:29][C:28]=2[C:33](Cl)=[O:34])=[CH:23][CH:22]=1. Given the product [CH2:1]([O:3][C:4](=[O:12])[CH2:5][CH:6]1[CH2:11][O:10][CH2:9][CH2:8][N:7]1[C:33]([C:28]1[N:29]=[C:30]([CH3:32])[S:31][C:27]=1[C:24]1[CH:25]=[CH:26][C:21]([F:20])=[CH:22][CH:23]=1)=[O:34])[CH3:2], predict the reactants needed to synthesize it. (4) Given the product [F:19][C:20]([F:31])([F:30])[C:21]1[N:37]([C:41]2[CH:40]=[CH:39][CH:38]=[CH:33][C:32]=2[C:13]2[CH:14]=[CH:15][C:10]([C:9]([NH2:8])=[O:18])=[C:11]([F:17])[C:12]=2[F:16])[C:23]([C:26]([F:29])([F:28])[F:27])=[N:24][N:25]=1, predict the reactants needed to synthesize it. The reactants are: NC1C=CC([NH:8][C:9](=[O:18])[C:10]2[CH:15]=[CH:14][CH:13]=[C:12]([F:16])[C:11]=2[F:17])=CC=1.[F:19][C:20]([F:31])([F:30])[C:21]1O[C:23]([C:26]([F:29])([F:28])[F:27])=[N:24][N:25]=1.[CH3:32][C:33](O)=O.C[N:37]1[C:41](=O)[CH2:40][CH2:39][CH2:38]1.